From a dataset of Peptide-MHC class I binding affinity with 185,985 pairs from IEDB/IMGT. Regression. Given a peptide amino acid sequence and an MHC pseudo amino acid sequence, predict their binding affinity value. This is MHC class I binding data. (1) The peptide sequence is KLARASFIEV. The MHC is HLA-A02:01 with pseudo-sequence HLA-A02:01. The binding affinity (normalized) is 0.750. (2) The peptide sequence is QIQAGNFHW. The MHC is HLA-A02:11 with pseudo-sequence HLA-A02:11. The binding affinity (normalized) is 0.0847. (3) The peptide sequence is IQLDEKSSI. The MHC is HLA-A68:02 with pseudo-sequence HLA-A68:02. The binding affinity (normalized) is 0. (4) The peptide sequence is RTFDRFFEE. The MHC is HLA-A02:03 with pseudo-sequence HLA-A02:03. The binding affinity (normalized) is 0.0847. (5) The peptide sequence is TTPGLNHAF. The MHC is Mamu-A01 with pseudo-sequence Mamu-A01. The binding affinity (normalized) is 0.619. (6) The peptide sequence is KLYERNTAF. The MHC is HLA-A69:01 with pseudo-sequence HLA-A69:01. The binding affinity (normalized) is 0.0847. (7) The peptide sequence is DLNAVTTNNL. The MHC is HLA-A68:02 with pseudo-sequence HLA-A68:02. The binding affinity (normalized) is 0.249. (8) The peptide sequence is PEEKFQKDPPF. The MHC is Mamu-B01 with pseudo-sequence Mamu-B01. The binding affinity (normalized) is 0. (9) The peptide sequence is MLKSKNINI. The MHC is HLA-A02:02 with pseudo-sequence HLA-A02:02. The binding affinity (normalized) is 0.601.